This data is from Reaction yield outcomes from USPTO patents with 853,638 reactions. The task is: Predict the reaction yield, written as a fraction of the theoretical maximum amount of product (1.0 means a 100% yield; for example, 0.34 means a 34% yield). (1) The reactants are [Cl:1][C:2]1[CH:3]=[C:4]([CH:12]=[O:13])[C:5]2[O:10][CH2:9][CH2:8][O:7][C:6]=2[CH:11]=1.S(=O)(=O)(O)[OH:15].O. The catalyst is CC(C)=O. The product is [Cl:1][C:2]1[CH:3]=[C:4]([C:12]([OH:15])=[O:13])[C:5]2[O:10][CH2:9][CH2:8][O:7][C:6]=2[CH:11]=1. The yield is 0.770. (2) The reactants are [CH:1]1([CH:7]([C:9]2[C:10]([C:24]([CH3:27])([CH3:26])[CH3:25])=[N:11][N:12]([C:14]3[CH:19]=[CH:18][C:17]([C:20]([F:23])([F:22])[F:21])=[CH:16][N:15]=3)[CH:13]=2)O)[CH2:6][CH2:5][CH2:4][CH2:3][CH2:2]1.[NH2:28][C:29]1[CH:34]=[CH:33][C:32]([C:35]([N:37]([CH3:45])[CH2:38][CH2:39][C:40]([O:42]CC)=[O:41])=[O:36])=[CH:31][CH:30]=1. No catalyst specified. The product is [C:24]([C:10]1[C:9]([CH:7]([NH:28][C:29]2[CH:30]=[CH:31][C:32]([C:35]([N:37]([CH3:45])[CH2:38][CH2:39][C:40]([OH:42])=[O:41])=[O:36])=[CH:33][CH:34]=2)[CH:1]2[CH2:6][CH2:5][CH2:4][CH2:3][CH2:2]2)=[CH:13][N:12]([C:14]2[CH:19]=[CH:18][C:17]([C:20]([F:22])([F:23])[F:21])=[CH:16][N:15]=2)[N:11]=1)([CH3:27])([CH3:25])[CH3:26]. The yield is 0.160. (3) The reactants are [O:1]=[C:2]1[CH:7]=[C:6]([O:8][CH2:9][C:10]2[CH:11]=[N:12][C:13]([C:16]([F:19])([F:18])[F:17])=[CH:14][CH:15]=2)[CH:5]=[CH:4][N:3]1[C:20]1[CH:25]=[CH:24][C:23]2[C:26]3[CH2:32][CH2:31][N:30](C(OC(C)(C)C)=O)[CH2:29][CH2:28][C:27]=3[O:40][C:22]=2[CH:21]=1.Cl.C([O-])(O)=O.[Na+]. The catalyst is CO.CCOCC. The product is [CH2:32]1[CH2:31][NH:30][CH2:29][CH2:28][C:27]2[O:40][C:22]3[CH:21]=[C:20]([N:3]4[CH:4]=[CH:5][C:6]([O:8][CH2:9][C:10]5[CH:11]=[N:12][C:13]([C:16]([F:18])([F:17])[F:19])=[CH:14][CH:15]=5)=[CH:7][C:2]4=[O:1])[CH:25]=[CH:24][C:23]=3[C:26]1=2. The yield is 0.780.